Dataset: Full USPTO retrosynthesis dataset with 1.9M reactions from patents (1976-2016). Task: Predict the reactants needed to synthesize the given product. (1) Given the product [CH3:2][C:1]1[S:3][CH:6]=[C:7]([C:9]2[CH:18]=[CH:17][C:16]3[NH:15][C:14](=[O:19])[C:13]4[NH:20][CH:21]=[CH:22][C:12]=4[C:11]=3[CH:10]=2)[N:4]=1.[CH2:23]([C:25]([O-:27])=[O:26])[CH3:24], predict the reactants needed to synthesize it. The reactants are: [C:1]([NH2:4])(=[S:3])[CH3:2].Br[CH2:6][C:7]([C:9]1[CH:18]=[CH:17][C:16]2[NH:15][C:14](=[O:19])[C:13]3[NH:20][CH:21]=[CH:22][C:12]=3[C:11]=2[CH:10]=1)=O.[CH2:23]([C:25]([O-:27])=[O:26])[CH3:24].C(N(CC)CC)C. (2) Given the product [Cl:6][Si:5]([Cl:8])([Cl:7])[CH2:4][Si:2]([Cl:3])([Cl:1])[CH2:20][CH:19]([CH3:21])[CH2:18][Cl:22], predict the reactants needed to synthesize it. The reactants are: [Cl:1][SiH:2]([CH2:4][Si:5]([Cl:8])([Cl:7])[Cl:6])[Cl:3].Cl[Si](C[Si](Cl)(Cl)Cl)(Cl)Cl.[CH2:18]([Cl:22])[C:19](=[CH2:21])[CH3:20]. (3) Given the product [C:9]([NH2:8])(=[O:17])[C:10]1[CH:15]=[CH:14][CH:13]=[N:12][CH:11]=1, predict the reactants needed to synthesize it. The reactants are: FC1C=CC([NH:8][C:9](=[O:17])[C:10]2[CH:15]=[CH:14][C:13](Cl)=[N:12][CH:11]=2)=CC=1.Br.BrCC1C=CC=CN=1.[OH-].[Na+].[OH-].C([N+](CCCC)(CCCC)CCCC)CCC. (4) Given the product [CH3:9][S:8][C:5]1[CH:6]=[CH:7][C:2]([B:15]([OH:20])[OH:16])=[CH:3][C:4]=1[O:10][C:11]([F:14])([F:13])[F:12], predict the reactants needed to synthesize it. The reactants are: Br[C:2]1[CH:7]=[CH:6][C:5]([S:8][CH3:9])=[C:4]([O:10][C:11]([F:14])([F:13])[F:12])[CH:3]=1.[B:15](OC(C)C)([O:20]C(C)C)[O:16]C(C)C.Cl. (5) Given the product [CH3:74][C:68]1[C:69]([CH3:73])=[CH:70][CH:71]=[CH:72][C:67]=1[C:57]1[C:56]([CH3:75])=[C:55]([NH:47][C:46]2[C:41]([N:38]3[CH2:39][CH2:40][O:35][CH2:36][CH2:37]3)=[N:42][CH:43]=[C:44]([N:48]3[CH2:49][CH2:50][O:51][CH2:52][CH2:53]3)[CH:45]=2)[C:64]2[C:59](=[CH:60][C:61]([F:66])=[CH:62][C:63]=2[F:65])[N:58]=1, predict the reactants needed to synthesize it. The reactants are: C1(P(C2CCCCC2)C2C=CC=CC=2C2C(C(C)C)=CC(C(C)C)=CC=2C(C)C)CCCCC1.[O:35]1[CH2:40][CH2:39][N:38]([C:41]2[C:46]([NH2:47])=[CH:45][C:44]([N:48]3[CH2:53][CH2:52][O:51][CH2:50][CH2:49]3)=[CH:43][N:42]=2)[CH2:37][CH2:36]1.Cl[C:55]1[C:64]2[C:59](=[CH:60][C:61]([F:66])=[CH:62][C:63]=2[F:65])[N:58]=[C:57]([C:67]2[CH:72]=[CH:71][CH:70]=[C:69]([CH3:73])[C:68]=2[CH3:74])[C:56]=1[CH3:75].CC(C)([O-])C.[Na+]. (6) Given the product [NH2:18][C@@H:19]([CH2:34][C:35]1[C:43]2[C:38](=[CH:39][CH:40]=[CH:41][CH:42]=2)[NH:37][CH:36]=1)[C:20]([NH:22][C@H:23]([CH2:27][S:28][S:29][C:30]([CH3:32])([CH3:31])[CH3:33])[C:24]([OH:26])=[O:25])=[O:21], predict the reactants needed to synthesize it. The reactants are: C1C2C(COC([NH:18][C@@H:19]([CH2:34][C:35]3[C:43]4[C:38](=[CH:39][CH:40]=[CH:41][CH:42]=4)[NH:37][CH:36]=3)[C:20]([NH:22][C@H:23]([CH2:27][S:28][S:29][C:30]([CH3:33])([CH3:32])[CH3:31])[C:24]([OH:26])=[O:25])=[O:21])=O)C3C(=CC=CC=3)C=2C=CC=1.C1CCN2C(=NCCC2)CC1.Cl. (7) Given the product [CH:48]1[C:57]2[C:52](=[CH:53][CH:54]=[CH:55][CH:56]=2)[CH:51]=[C:50]([NH:58][C:59](=[O:82])[O:60][CH2:61][C@@H:62]([N:68]([CH3:81])[C:69]([NH:71][CH2:72][C:73]2[CH:78]=[CH:77][CH:76]=[C:75]([F:79])[C:74]=2[F:30])=[O:70])[CH2:63][C@@H:64]([OH:67])[CH2:65][OH:66])[N:49]=1.[CH:83]1[C:92]2[C:87](=[CH:88][CH:89]=[CH:90][CH:91]=2)[CH:86]=[C:85]([NH:93][C:94](=[O:117])[O:95][CH2:96][C@@H:97]([N:103]([CH3:116])[C:104]([NH:106][CH2:107][C:108]2[CH:113]=[CH:112][CH:111]=[C:110]([F:114])[C:109]=2[F:30])=[O:105])[CH2:98][C@H:99]([OH:102])[CH2:100][OH:101])[N:84]=1, predict the reactants needed to synthesize it. The reactants are: C1C2C(=CC=CC=2)C=C(NC(=O)OC[C@@H](N(C)C(NCC2C=CC=C([F:30])C=2F)=O)CC=C)N=1.C[N+]1([O-])CCOCC1.S([O-])([O-])=O.[Na+].[Na+].[CH:48]1[C:57]2[C:52](=[CH:53][CH:54]=[CH:55][CH:56]=2)[CH:51]=[C:50]([NH:58][C:59](=[O:82])[O:60][CH2:61][C@@H:62]([N:68]([CH3:81])[C:69]([NH:71][CH2:72][C:73]2[CH:78]=[CH:77][CH:76]=[C:75]([F:79])[C:74]=2Cl)=[O:70])[CH2:63][C@@H:64]([OH:67])[CH2:65][OH:66])[N:49]=1.[CH:83]1[C:92]2[C:87](=[CH:88][CH:89]=[CH:90][CH:91]=2)[CH:86]=[C:85]([NH:93][C:94](=[O:117])[O:95][CH2:96][C@@H:97]([N:103]([CH3:116])[C:104]([NH:106][CH2:107][C:108]2[CH:113]=[CH:112][CH:111]=[C:110]([F:114])[C:109]=2Cl)=[O:105])[CH2:98][C@H:99]([OH:102])[CH2:100][OH:101])[N:84]=1.